This data is from Forward reaction prediction with 1.9M reactions from USPTO patents (1976-2016). The task is: Predict the product of the given reaction. (1) Given the reactants C(O[C:6]([N:8]1[CH2:12][C:11](=[N:13][O:14][CH3:15])[CH2:10][C@H:9]1[C:16]([OH:18])=O)=[O:7])(C)(C)C.[C:19]1([C:28]2[CH:33]=[CH:32][CH:31]=[CH:30][CH:29]=2)[CH:24]=[CH:23][C:22](C(Cl)=O)=[CH:21][CH:20]=1.[CH2:34]([NH2:41])[C:35]1[CH:40]=[CH:39][CH:38]=[CH:37][CH:36]=1, predict the reaction product. The product is: [CH2:34]([NH:41][C:16]([C@@H:9]1[CH2:10][C:11](=[N:13][O:14][CH3:15])[CH2:12][N:8]1[C:6]([C:31]1[CH:30]=[CH:29][C:28]([C:19]2[CH:20]=[CH:21][CH:22]=[CH:23][CH:24]=2)=[CH:33][CH:32]=1)=[O:7])=[O:18])[C:35]1[CH:40]=[CH:39][CH:38]=[CH:37][CH:36]=1. (2) The product is: [CH2:22]([CH:16]1[C:17](=[O:18])[N:1]2[C:9]3[CH:8]=[CH:7][CH:6]=[N:5][C:4]=3[N:3]=[C:2]2[C:10]([C:11]#[N:12])=[C:13]1[CH3:14])[CH2:23][CH2:24][CH3:25]. Given the reactants [N:1]1[C:9]2[C:4](=[N:5][CH:6]=[CH:7][CH:8]=2)[NH:3][C:2]=1[CH2:10][C:11]#[N:12].[C:13]([CH:16]([CH2:22][CH2:23][CH2:24][CH3:25])[C:17](OCC)=[O:18])(=O)[CH3:14].C([O-])(=O)C.[NH4+].O, predict the reaction product. (3) Given the reactants [C:1]([NH:9][CH:10]1[CH2:13][N:12]([C:14](OC(C)(C)C)=O)[CH2:11]1)(=[O:8])[C:2]1[CH:7]=[CH:6][CH:5]=[CH:4][CH:3]=1.C(C(O)=O)(F)(F)F.[C:28]([N:35]1[CH2:38]C(=O)[CH2:36]1)([O:30][C:31]([CH3:34])([CH3:33])[CH3:32])=[O:29].[BH-](OC(C)=O)(OC(C)=O)OC(C)=O.[Na+], predict the reaction product. The product is: [C:1]([NH:9][CH:10]1[CH2:11][N:12]([CH:14]2[CH2:38][N:35]([C:28]([O:30][C:31]([CH3:34])([CH3:33])[CH3:32])=[O:29])[CH2:36]2)[CH2:13]1)(=[O:8])[C:2]1[CH:3]=[CH:4][CH:5]=[CH:6][CH:7]=1. (4) Given the reactants [F:1][C:2]1[CH:7]=[C:6]([C:8]#[C:9][Si](C(C)C)(C(C)C)C(C)C)[CH:5]=[CH:4][C:3]=1[CH:20]([OH:23])[CH2:21][OH:22].[F-].C([N+](CCCC)(CCCC)CCCC)CCC.[Cl-].[NH4+].C(OCC)(=O)C, predict the reaction product. The product is: [C:8]([C:6]1[CH:5]=[CH:4][C:3]([CH:20]([OH:23])[CH2:21][OH:22])=[C:2]([F:1])[CH:7]=1)#[CH:9].